Dataset: Reaction yield outcomes from USPTO patents with 853,638 reactions. Task: Predict the reaction yield, written as a fraction of the theoretical maximum amount of product (1.0 means a 100% yield; for example, 0.34 means a 34% yield). (1) The yield is 0.890. The product is [CH:3]12[CH2:10][CH:9]3[CH2:8][CH:7]([CH2:6][CH:5]([CH2:11]3)[CH:4]1[NH:13][C:14]([C:16]1[CH:17]=[N:18][N:19]([C:25]3[CH:34]=[CH:33][C:28]([C:29]([OH:31])=[O:30])=[CH:27][CH:26]=3)[C:20]=1[C:21]([CH3:23])([CH3:24])[CH3:22])=[O:15])[CH2:12]2. The catalyst is CO. The reactants are [OH-].[Na+].[CH:3]12[CH2:12][CH:7]3[CH2:8][CH:9]([CH2:11][CH:5]([CH2:6]3)[CH:4]1[NH:13][C:14]([C:16]1[CH:17]=[N:18][N:19]([C:25]3[CH:34]=[CH:33][C:28]([C:29]([O:31]C)=[O:30])=[CH:27][CH:26]=3)[C:20]=1[C:21]([CH3:24])([CH3:23])[CH3:22])=[O:15])[CH2:10]2. (2) The reactants are [NH2:1][C:2]1[N:3]=[N:4][C:5]([Cl:8])=[CH:6][CH:7]=1.Br[CH2:10][CH:11]=O. The catalyst is C(O)CCC. The product is [Cl:8][C:5]1[CH:6]=[CH:7][C:2]2[N:3]([CH:10]=[CH:11][N:1]=2)[N:4]=1. The yield is 0.400. (3) The reactants are COC(C1C=C(NS(C2C=CC(C)=CC=2)(=O)=O)C2C(=C(OCC3C=CC=CC=3)C=CC=2)N=1)=O.[CH3:34][O:35][C:36]([C:38]1[CH:47]=[C:46]([OH:48])[C:45]2[C:40](=[C:41]([N+:57]([O-])=O)[CH:42]=[C:43]([O:49]CC3C=CC=CC=3)[CH:44]=2)[N:39]=1)=[O:37]. No catalyst specified. The product is [CH3:34][O:35][C:36]([C:38]1[CH:47]=[C:46]([OH:48])[C:45]2[C:40](=[C:41]([NH2:57])[CH:42]=[C:43]([OH:49])[CH:44]=2)[N:39]=1)=[O:37]. The yield is 0.850. (4) The reactants are [Cl:1][C:2]1[CH:7]=[CH:6][C:5]([OH:8])=[CH:4][C:3]=1[O:9][CH2:10][O:11][CH3:12].C(=O)([O-])[O-].[K+].[K+].[CH:19]1[CH:24]=[CH:23][C:22]([CH2:25]Br)=[CH:21][CH:20]=1. The catalyst is CC(C)=O. The product is [CH2:25]([O:8][C:5]1[CH:6]=[CH:7][C:2]([Cl:1])=[C:3]([O:9][CH2:10][O:11][CH3:12])[CH:4]=1)[C:22]1[CH:23]=[CH:24][CH:19]=[CH:20][CH:21]=1. The yield is 0.550.